From a dataset of Forward reaction prediction with 1.9M reactions from USPTO patents (1976-2016). Predict the product of the given reaction. (1) Given the reactants S(=O)(=O)(O)O.C([O:14][CH:15]([CH3:39])[CH2:16][NH:17][C:18]1[C:19]([S:37][CH3:38])=[N:20][N:21]2[C:26]([C:27]3[C:32]([CH3:33])=[CH:31][C:30]([CH3:34])=[CH:29][C:28]=3[O:35][CH3:36])=[CH:25][CH:24]=[CH:23][C:22]=12)(=O)C1C=CC=CC=1.[BH4-].[Na+].[OH-].[Na+].O1[CH2:48][CH2:47][CH2:46][CH2:45]1, predict the reaction product. The product is: [CH:47]1([CH2:48][CH:16]([NH:17][C:18]2[C:19]([S:37][CH3:38])=[N:20][N:21]3[C:26]([C:27]4[C:32]([CH3:33])=[CH:31][C:30]([CH3:34])=[CH:29][C:28]=4[O:35][CH3:36])=[CH:25][CH:24]=[CH:23][C:22]=23)[CH:15]([OH:14])[CH3:39])[CH2:45][CH2:46]1. (2) Given the reactants [NH2:1][C:2]1SC(CC2C=CC=CC=2Cl)=CC=1C#N.[Cl:17][C:18]1[CH:40]=[CH:39][CH:38]=[CH:37][C:19]=1[CH2:20][C:21]1[S:36][C:24]2[N:25]=[C:26]([C:30]3[N:35]=[CH:34][CH:33]=CN=3)[N:27]=[C:28]([NH2:29])[C:23]=2[CH:22]=1.N1C=CN=CC=1C#N.CC1OC(C#N)=CC=1, predict the reaction product. The product is: [Cl:17][C:18]1[CH:40]=[CH:39][CH:38]=[CH:37][C:19]=1[CH2:20][C:21]1[S:36][C:24]2[N:25]=[C:26]([C:30]3[CH:2]=[N:1][CH:33]=[CH:34][N:35]=3)[N:27]=[C:28]([NH2:29])[C:23]=2[CH:22]=1. (3) The product is: [Cl:25][C:26]1[C:34]([O:35][C:36]([C:39]#[N:40])([CH3:37])[CH3:38])=[CH:33][CH:32]=[CH:31][C:27]=1[C:28]([NH:1][C:2]1[CH:3]=[C:4]([O:5][C:6]2[N:11]=[C:10]3[S:12][C:13]([NH:15][C:16]([CH:18]4[CH2:20][CH2:19]4)=[O:17])=[N:14][C:9]3=[CH:8][CH:7]=2)[CH:21]=[CH:22][C:23]=1[Cl:24])=[O:29]. Given the reactants [NH2:1][C:2]1[CH:3]=[C:4]([CH:21]=[CH:22][C:23]=1[Cl:24])[O:5][C:6]1[N:11]=[C:10]2[S:12][C:13]([NH:15][C:16]([CH:18]3[CH2:20][CH2:19]3)=[O:17])=[N:14][C:9]2=[CH:8][CH:7]=1.[Cl:25][C:26]1[C:34]([O:35][C:36]([C:39]#[N:40])([CH3:38])[CH3:37])=[CH:33][CH:32]=[CH:31][C:27]=1[C:28](O)=[O:29].F[P-](F)(F)(F)(F)F.N1(OC(N(C)C)=[N+](C)C)C2N=CC=CC=2N=N1.C(OCC)(=O)C, predict the reaction product. (4) Given the reactants C[O:2][C:3](=[O:15])[C:4]([C@H:7]1[CH2:12][CH2:11][C@@H:10]([O:13][CH3:14])[CH2:9][CH2:8]1)([CH3:6])[CH3:5].[OH-].[Li+].Cl, predict the reaction product. The product is: [CH3:14][O:13][C@@H:10]1[CH2:11][CH2:12][C@H:7]([C:4]([CH3:6])([CH3:5])[C:3]([OH:15])=[O:2])[CH2:8][CH2:9]1. (5) The product is: [CH2:1]([O:2][C:3]([C:5]1[CH:10]=[CH:9][N:8]=[C:7]([C:28]2[CH2:29][CH2:30][CH2:31][C:27]=2[C:21]2[CH:22]=[C:23]([Cl:26])[CH:24]=[CH:25][C:20]=2[O:19][CH2:12][C:13]2[CH:18]=[CH:17][CH:16]=[CH:15][CH:14]=2)[N:6]=1)=[O:4])[CH3:35]. Given the reactants [CH3:1][O:2][C:3]([C:5]1[CH:10]=[CH:9][N:8]=[C:7](Cl)[N:6]=1)=[O:4].[CH2:12]([O:19][C:20]1[CH:25]=[CH:24][C:23]([Cl:26])=[CH:22][C:21]=1[C:27]1[CH2:31][CH2:30][CH2:29][C:28]=1B(O)O)[C:13]1[CH:18]=[CH:17][CH:16]=[CH:15][CH:14]=1.[C:35](=O)([O-])[O-].[K+].[K+].C1(C)C=CC=CC=1.C(O)C, predict the reaction product. (6) Given the reactants [Br:1][C:2]1[CH:7]=[CH:6][C:5]([C@@H:8]([N:10]2[CH2:15][CH2:14][C@:13]([CH2:22][C:23](=[O:25])[CH3:24])([C:16]3[CH:21]=[CH:20][CH:19]=[CH:18][CH:17]=3)[O:12][C:11]2=[O:26])[CH3:9])=[CH:4][CH:3]=1.[CH3:27][Mg]Br, predict the reaction product. The product is: [Br:1][C:2]1[CH:7]=[CH:6][C:5]([C@@H:8]([N:10]2[CH2:15][CH2:14][C@:13]([CH2:22][C:23]([OH:25])([CH3:27])[CH3:24])([C:16]3[CH:17]=[CH:18][CH:19]=[CH:20][CH:21]=3)[O:12][C:11]2=[O:26])[CH3:9])=[CH:4][CH:3]=1. (7) Given the reactants [Cl-].O[NH3+:3].[C:4](=[O:7])([O-])[OH:5].[Na+].CS(C)=O.[O:13]=[C:14]1[C:19]([CH2:20][C:21]2[CH:26]=[CH:25][C:24]([C:27]3[C:28]([C:33]#[N:34])=[CH:29][CH:30]=[CH:31][CH:32]=3)=[CH:23][CH:22]=2)=[C:18]([CH2:35][CH2:36][CH3:37])[N:17]2[N:38]=[CH:39][CH:40]=[C:16]2[N:15]1[CH:41]1[CH2:46][CH2:45][O:44][CH2:43][CH2:42]1, predict the reaction product. The product is: [O:7]=[C:4]1[O:5][N:3]=[C:33]([C:28]2[CH:29]=[CH:30][CH:31]=[CH:32][C:27]=2[C:24]2[CH:25]=[CH:26][C:21]([CH2:20][C:19]3[C:14](=[O:13])[N:15]([CH:41]4[CH2:42][CH2:43][O:44][CH2:45][CH2:46]4)[C:16]4[N:17]([N:38]=[CH:39][CH:40]=4)[C:18]=3[CH2:35][CH2:36][CH3:37])=[CH:22][CH:23]=2)[NH:34]1.